Dataset: Experimentally validated miRNA-target interactions with 360,000+ pairs, plus equal number of negative samples. Task: Binary Classification. Given a miRNA mature sequence and a target amino acid sequence, predict their likelihood of interaction. (1) The miRNA is mmu-miR-486a-5p with sequence UCCUGUACUGAGCUGCCCCGAG. The protein sequence of the target gene is MAYSQGGGKKKVCYYYDGDIGNYYYGQGHPMKPHRIRMTHNLLLNYGLYRKMEIYRPHKATAEEMTKYHSDEYIKFLRSIRPDNMSEYSKQMQRFNVGEDCPVFDGLFEFCQLSTGGSVAGAVKLNRQQTDMAVNWAGGLHHAKKSEASGFCYVNDIVLAILELLKYHQRVLYIDIDIHHGDGVEEAFYTTDRVMTVSFHKYGEYFPGTGDLRDIGAGKGKYYAVNFPMRDGIDDESYGQIFKPIISKVMEMYQPSAVVLQCGADSLSGDRLGCFNLTVKGHAKCVEVAKTFNLPLLMLG.... Result: 0 (no interaction). (2) The miRNA is hsa-miR-6720-5p with sequence UUCCAGCCCUGGUAGGCGCCGCG. The protein sequence of the target gene is MLEPQENGVIDLPDYEHVEDETFPPFPPPASPERQDGEGTEPDEESGNGAPVRVPPKRTVKRNIPKLDAQRLISERGLPALRHVFDKAKFKGKGHEAEDLKMLIRHMEHWAHRLFPKLQFEDFIDRVEYLGSKKEVQTCLKRIRLDLPILHEDFVSNNDEVAENNEHDVTSTELDPFLTNLSESEMFASELSRSLTEEQQQRIERNKQLALERRQAKLLSNSQTLGNDMLMNTPRAHTVEEVNTDEDQKEESNGLNEDILDNPCNDAIANTLNEEETLLDQSFKNVQQQLDATSRNITEA.... Result: 1 (interaction). (3) The miRNA is hsa-miR-1343-3p with sequence CUCCUGGGGCCCGCACUCUCGC. The protein sequence of the target gene is MKLMVLVFTIGLTLLLGVQAMPANRLSCYRKILKDHNCHNLPEGVADLTQIDVNVQDHFWDGKGCEMICYCNFSELLCCPKDVFFGPKISFVIPCNNQ. Result: 1 (interaction). (4) The miRNA is cfa-miR-421 with sequence AUCAACAGACAUUAAUUGGGCG. The protein sequence of the target gene is MSLYCGIACRRKFFWCYRLLSTYVTKTRYLFELKEDDDACKKAQQTGAFYLFHSLAPLLQTSAHQYLAPRHSLLELERLLGKFGQDAQRIEDSVLIGCSEQQEAWFALDLGLDSSFSISASLHKPEMETELKGSFIELRKALFQLNARDASLLSTAQALLRWHDAHQFCSRSGQPTKKNVAGSKRVCPSNNIIYYPQMAPVAITLVSDGTRCLLARQSSFPKGMYSALAGFCDIGESVEETIRREVAEEVGLEVESLQYYASQHWPFPSGSLMIACHATVKPGQTEIQVNLRELETAAWF.... Result: 0 (no interaction). (5) The miRNA is hsa-miR-5691 with sequence UUGCUCUGAGCUCCGAGAAAGC. Result: 1 (interaction). The protein sequence of the target gene is MAQASRSGSLPPLVIVPPLRAQPGGTGEEQWERSRTGGLRWEVHCWPSGTSGGTPWWPTPADVSEDYEADAAAWRRGPAGGGPIPPALQRLRAVLLRLHREREQLLQARDCAYHLQSAVRLMKTLSPGSPSGGPSPLPQWCRDLQLHPSQGAVLRIGPGETLEPLLLARPIGLAAQCLEAVIEMQLRALGREPASPGLSSQLAELLFALPAYHTLQRKALSHVPGAARPFPTSRVLRLLTGERGCQVASRLDEALQGSALRDQLRRRCQEEGDLLPGLLGLVGGVAGSASCGLGLGGAGA.... (6) The miRNA is hsa-miR-381-3p with sequence UAUACAAGGGCAAGCUCUCUGU. The protein sequence of the target gene is MEDSPLPDLRDIELKLGRKVPESLVRSLRGEEPVPRERDRDPCGGSGGGGGGGGGGGGCSSSSSYCSFPPSLSSSSSSSPTSGSPRGSHSSALERLETKLHLLRQEMVNLRATDVRLMRQLLVINESIESIKWMIEEKATITSRGSSLSGSLCSLLESQSTSLRGSYNSLHDGSDGLDGISVGSYLDTLADDVPGHQTPSDLDQFSDSSLIEDSQALHKRPKLDSEYYCFG. Result: 1 (interaction). (7) The miRNA is hsa-miR-18a-3p with sequence ACUGCCCUAAGUGCUCCUUCUGG. The protein sequence of the target gene is MELIQDTSRPPLEYVKGVPLIKYFAEALGPLQSFQARPDDLLINTYPKSGTTWVSQILDMIYQGGDLEKCNRAPIYVRVPFLEVNDPGEPSGLETLKDTPPPRLIKSHLPLALLPQTLLDQKVKVVYVARNPKDVAVSYYHFHRMEKAHPEPGTWDSFLEKFMAGEVSYGSWYQHVQEWWELSRTHPVLYLFYEDMKENPKREIQKILEFVGRSLPEETMDFMVQHTSFKEMKKNPMTNYTTVPQELMDHSISPFMRKGMAGDWKTTFTVAQNERFDADYAEKMAGCSLSFRSEL. Result: 1 (interaction). (8) The miRNA is hsa-miR-6854-3p with sequence UGCGUUUCUCCUCUUGAGCAG. The protein sequence of the target gene is MLKFKYGARNPLDAGAAEPIASRASRLNLFFQGKPPFMTQQQMSPLSREGILDALFVLFEECSQPALMKIKHVSNFVRKYSDTIAELQELQPSAKDFEVRSLVGCGHFAEVQVVREKATGDIYAMKVMKKKALLAQEQVSFFEEERNILSRSTSPWIPQLQYAFQDKNHLYLVMEYQPGGDLLSLLNRYEDQLDENLIQFYLAELILAVHSVHLMGYVHRDIKPENILVDRTGHIKLVDFGSAAKMNSNKMVNAKLPIGTPDYMAPEVLTVMNGDGKGTYGLDCDWWSVGVIAYEMIYGR.... Result: 1 (interaction). (9) The miRNA is hsa-miR-425-3p with sequence AUCGGGAAUGUCGUGUCCGCCC. The protein sequence of the target gene is MILLAVLFLCFFSSYSASVKGHTTGLSLNNERLYKLTYSTEVFLDGGKGKPQDSVGYKISSDVDVVLLWRNPDGDDDQVIQVTITAVNVENAGQQRGEKSIFQGKSTPKIIGKDNLEALQRPMLLHLVRGKVKEFYSYENEPVGIENLKRGLASLFQMQLSSGTTNEVDISGDCKVTYQAQQDKVVKIKALDTCKIERSGFTTANQVLGVSSKATSVTTYKIEDSFVTAVLAEETRAFALNFQQTIAGKIVSKQKLELKTTEAGPRMIPGKQVAGVIKAVDSKYKAIPIVGQVLERVCKG.... Result: 0 (no interaction).